From a dataset of Catalyst prediction with 721,799 reactions and 888 catalyst types from USPTO. Predict which catalyst facilitates the given reaction. (1) Reactant: [CH3:1][NH:2][C:3]1[CH:8]=[N:7][CH:6]=[CH:5][N:4]=1.[CH3:9][O:10][C:11]1[CH:16]=[CH:15][C:14]([CH3:17])=[CH:13][C:12]=1[N:18]=[C:19]=[O:20].CCOC(C)=O.CCCCCC.C(Cl)Cl.CO. Product: [CH3:9][O:10][C:11]1[CH:16]=[CH:15][C:14]([CH3:17])=[CH:13][C:12]=1[NH:18][C:19](=[O:20])[N:2]([CH3:1])[C:3]1[CH:8]=[N:7][CH:6]=[CH:5][N:4]=1. The catalyst class is: 68. (2) Reactant: ClC(Cl)(Cl)C(=N)O[CH:5]([C:9]1[CH:14]=[CH:13][C:12]([Br:15])=[CH:11][CH:10]=1)[C:6]([CH3:8])=[CH2:7].[C:19]([CH2:21][NH:22][C:23](=[O:30])[C@@H:24]([OH:29])[CH2:25][CH:26]([CH3:28])[CH3:27])#[N:20].CC1C=CC(S([O-])(=O)=O)=CC=1.C1C=C[NH+]=CC=1.CC(C)=O.CCOC(C)=O. Product: [Br:15][C:12]1[CH:13]=[CH:14][C:9]([CH:5]([O:29][C@@H:24]([CH2:25][CH:26]([CH3:27])[CH3:28])[C:23]([NH:22][CH2:21][C:19]#[N:20])=[O:30])[C:6]([CH3:8])=[CH2:7])=[CH:10][CH:11]=1. The catalyst class is: 91. (3) Reactant: [C:1]([Br:4])(=O)[CH3:2].[CH2:5]1[C:14]2[C:9](=[CH:10][CH:11]=[CH:12][CH:13]=2)[CH2:8][C:7](=[O:15])[O:6]1. Product: [CH2:5]([O:6][C:7](=[O:15])[CH2:8][C:9]1[CH:10]=[CH:11][CH:12]=[CH:13][C:2]=1[CH2:1][Br:4])[CH3:14]. The catalyst class is: 8. (4) Reactant: [Cl:1][C:2]1[N:6]2[CH:7]=[C:8]([C:15]3[CH:19]=[CH:18][O:17][CH:16]=3)[CH:9]=[C:10]([C:11]([F:14])([F:13])[F:12])[C:5]2=[N:4][C:3]=1[C:20]([OH:22])=O.[CH3:23][C@@H:24]1[O:28][C:27](=[O:29])[N:26]([CH:30]2[CH2:35][CH2:34][NH:33][CH2:32][CH2:31]2)[C:25]1=[O:36].C(N(CC)C(C)C)(C)C.CN(C(ON1N=NC2C=CC=NC1=2)=[N+](C)C)C.F[P-](F)(F)(F)(F)F. Product: [Cl:1][C:2]1[N:6]2[CH:7]=[C:8]([C:15]3[CH:19]=[CH:18][O:17][CH:16]=3)[CH:9]=[C:10]([C:11]([F:12])([F:13])[F:14])[C:5]2=[N:4][C:3]=1[C:20]([N:33]1[CH2:32][CH2:31][CH:30]([N:26]2[C:25](=[O:36])[C@H:24]([CH3:23])[O:28][C:27]2=[O:29])[CH2:35][CH2:34]1)=[O:22]. The catalyst class is: 31. (5) Reactant: [NH2:1][C:2](=[O:31])[CH:3]([OH:30])[CH:4]([NH:9][C:10](=[O:29])[C:11]1[CH:16]=[CH:15][CH:14]=[N:13][C:12]=1[N:17]1[CH:21]=[CH:20][C:19]([CH2:22][N:23]2[CH2:28][CH2:27][CH2:26][CH2:25][CH2:24]2)=[N:18]1)[CH2:5][CH2:6][CH2:7][CH3:8]. Product: [NH2:1][C:2](=[O:31])[C:3](=[O:30])[CH:4]([NH:9][C:10](=[O:29])[C:11]1[CH:16]=[CH:15][CH:14]=[N:13][C:12]=1[N:17]1[CH:21]=[CH:20][C:19]([CH2:22][N:23]2[CH2:28][CH2:27][CH2:26][CH2:25][CH2:24]2)=[N:18]1)[CH2:5][CH2:6][CH2:7][CH3:8]. The catalyst class is: 13. (6) Reactant: [H-].[Al+3].[Li+].[H-].[H-].[H-].[CH2:7]([O:14][C:15]1[CH:16]=[CH:17][CH:18]=[C:19]2[C:23]=1[NH:22][CH:21]=[C:20]2[CH:24]=[C:25]([N+:27]([O-])=O)[CH3:26])[C:8]1[CH:13]=[CH:12][CH:11]=[CH:10][CH:9]=1. Product: [CH2:7]([O:14][C:15]1[CH:16]=[CH:17][CH:18]=[C:19]2[C:23]=1[NH:22][CH:21]=[C:20]2[CH2:24][CH:25]([NH2:27])[CH3:26])[C:8]1[CH:13]=[CH:12][CH:11]=[CH:10][CH:9]=1. The catalyst class is: 7. (7) Reactant: [Si]([N:8]1[C:11](=[O:12])[C@H:10]([CH2:13][CH3:14])[C@H:9]1[C:15](O)=O)(C(C)(C)C)(C)C.F[P-](F)(F)(F)(F)F.C[N+:26](C)=C(N(C)C)ON1C2N=CC=CC=2N=N1.[C:42]([C:46]1[CH:47]=[C:48]([NH2:53])[C:49]([NH2:52])=[CH:50][CH:51]=1)([CH3:45])([CH3:44])[CH3:43]. The catalyst class is: 35. Product: [NH2:26][C@H:9]([C:15]1[NH:53][C:48]2[CH:47]=[C:46]([C:42]([CH3:45])([CH3:43])[CH3:44])[CH:51]=[CH:50][C:49]=2[N:52]=1)[C@@H:10]([CH2:13][CH3:14])[C:11]([NH2:8])=[O:12]. (8) Reactant: C([BH3-])#N.[Na+].[CH:5](=O)[CH2:6][CH2:7][CH3:8].[CH2:10]([C:17]1([N:27]([CH3:29])[CH3:28])[CH2:26][CH2:25][C:20]2([CH2:24][CH2:23][NH:22][CH2:21]2)[CH2:19][CH2:18]1)[C:11]1[CH:16]=[CH:15][CH:14]=[CH:13][CH:12]=1.C(=O)(O)[O-].[Na+]. Product: [CH2:10]([C:17]1([N:27]([CH3:28])[CH3:29])[CH2:26][CH2:25][C:20]2([CH2:24][CH2:23][N:22]([CH2:5][CH2:6][CH2:7][CH3:8])[CH2:21]2)[CH2:19][CH2:18]1)[C:11]1[CH:12]=[CH:13][CH:14]=[CH:15][CH:16]=1. The catalyst class is: 130.